Dataset: Peptide-MHC class I binding affinity with 185,985 pairs from IEDB/IMGT. Task: Regression. Given a peptide amino acid sequence and an MHC pseudo amino acid sequence, predict their binding affinity value. This is MHC class I binding data. The peptide sequence is CFANKHAGF. The MHC is HLA-A26:01 with pseudo-sequence HLA-A26:01. The binding affinity (normalized) is 0.134.